Task: Predict the product of the given reaction.. Dataset: Forward reaction prediction with 1.9M reactions from USPTO patents (1976-2016) (1) Given the reactants Br[C:2]1[N:6]([CH2:7][C:8]2[CH:13]=[CH:12][C:11]([O:14][CH3:15])=[CH:10][CH:9]=2)[N:5]=[N:4][N:3]=1.O.[NH2:17][NH2:18], predict the reaction product. The product is: [NH:17]([C:2]1[N:6]([CH2:7][C:8]2[CH:13]=[CH:12][C:11]([O:14][CH3:15])=[CH:10][CH:9]=2)[N:5]=[N:4][N:3]=1)[NH2:18]. (2) Given the reactants [Cl:1][CH2:2][CH2:3][N:4]([CH2:20][CH2:21][Cl:22])[C:5]1[CH:19]=[CH:18][C:8]([CH2:9][C@@H:10]([C:15]([OH:17])=[O:16])[NH:11][C:12](=[O:14])[CH3:13])=[CH:7][CH:6]=1.[Na].[Br:24][CH2:25][CH2:26][N:27]([CH2:30][CH3:31])[CH2:28][CH3:29].Br, predict the reaction product. The product is: [BrH:24].[CH2:26]([N:27]([CH2:30][CH2:31][O:16][C:15](=[O:17])[C@H:10]([CH2:9][C:8]1[CH:18]=[CH:19][C:5]([N:4]([CH2:20][CH2:21][Cl:22])[CH2:3][CH2:2][Cl:1])=[CH:6][CH:7]=1)[NH:11][C:12](=[O:14])[CH3:13])[CH2:28][CH3:29])[CH3:25]. (3) Given the reactants [C:1]([O:5][C:6]([NH:8][C:9]([CH3:14])([CH3:13])[C:10]([OH:12])=O)=[O:7])([CH3:4])([CH3:3])[CH3:2].O=C1N(P(Cl)(N2CCOC2=O)=O)CCO1.Cl.[CH3:31][NH:32][O:33][CH3:34].C(N(CC)CC)C, predict the reaction product. The product is: [C:1]([O:5][C:6](=[O:7])[NH:8][C:9]([C:10](=[O:12])[N:32]([O:33][CH3:34])[CH3:31])([CH3:14])[CH3:13])([CH3:2])([CH3:3])[CH3:4]. (4) Given the reactants [C:1](/[CH:3]=[C:4](/[C:15]([NH:17][C:18]1[CH:19]=[N:20][N:21]([CH3:43])[C:22]=1[NH:23][C:24]([C:37]1[CH:42]=[CH:41][CH:40]=[CH:39][CH:38]=1)([C:31]1[CH:36]=[CH:35][CH:34]=[CH:33][CH:32]=1)[C:25]1[CH:30]=[CH:29][CH:28]=[CH:27][CH:26]=1)=[O:16])\[CH2:5][CH2:6][NH:7][C:8](=[O:14])[O:9][C:10]([CH3:13])([CH3:12])[CH3:11])#[N:2].[C:44](O[C:44]([O:46][C:47]([CH3:50])([CH3:49])[CH3:48])=[O:45])([O:46][C:47]([CH3:50])([CH3:49])[CH3:48])=[O:45], predict the reaction product. The product is: [CH3:43][N:21]1[C:22]([NH:23][C:24]([C:31]2[CH:32]=[CH:33][CH:34]=[CH:35][CH:36]=2)([C:25]2[CH:26]=[CH:27][CH:28]=[CH:29][CH:30]=2)[C:37]2[CH:38]=[CH:39][CH:40]=[CH:41][CH:42]=2)=[C:18]([NH:17][C:15]([CH:4]([CH2:5][CH2:6][NH:7][C:8](=[O:14])[O:9][C:10]([CH3:13])([CH3:12])[CH3:11])[CH2:3][CH2:1][NH:2][C:44](=[O:45])[O:46][C:47]([CH3:50])([CH3:49])[CH3:48])=[O:16])[CH:19]=[N:20]1. (5) Given the reactants [NH2:1][C:2]1[C:3]([Cl:9])=[N:4][CH:5]=[CH:6][C:7]=1[NH2:8].[N+:10]([C:13]1[CH:18]=[CH:17][C:16]([CH2:19][C:20](O)=O)=[CH:15][CH:14]=1)([O-:12])=[O:11].[OH-].[Na+], predict the reaction product. The product is: [Cl:9][C:3]1[C:2]2[NH:1][C:20]([CH2:19][C:16]3[CH:15]=[CH:14][C:13]([N+:10]([O-:12])=[O:11])=[CH:18][CH:17]=3)=[N:8][C:7]=2[CH:6]=[CH:5][N:4]=1. (6) Given the reactants BrC1C=CC2OC3C(=O)NC(C4CCNCC4)=NC=3C=2C=1.BrC1C=CC2OC3C(=O)NC(C4CCN(C(OC(C)(C)C)=O)CC4)=NC=3C=2C=1.[Br:50][C:51]1[CH:52]=[CH:53][C:54]2[O:63][C:62]3[C:61](=[O:64])[NH:60][C:59]([CH:65]4[CH2:68][N:67](C(OC(C)(C)C)=O)[CH2:66]4)=[N:58][C:57]=3[C:55]=2[CH:56]=1, predict the reaction product. The product is: [NH:67]1[CH2:66][CH:65]([C:59]2[NH:60][C:61](=[O:64])[C:62]3[O:63][C:54]4[CH:53]=[CH:52][C:51]([Br:50])=[CH:56][C:55]=4[C:57]=3[N:58]=2)[CH2:68]1. (7) Given the reactants [CH3:1][O:2][CH2:3][CH2:4][O:5][C:6]1[CH:11]=[CH:10][C:9](/[CH:12]=[CH:13]/[C:14]([OH:16])=O)=[C:8]([O:17][CH2:18][CH:19]2[CH2:23][CH2:22][CH2:21][O:20]2)[CH:7]=1.CC1C=CC=C([N+]([O-])=O)C=1C(OC(=O)C1C([N+]([O-])=O)=CC=CC=1C)=O.[CH2:49]([S:54]([NH2:57])(=[O:56])=[O:55])[CH2:50][CH2:51][CH2:52][CH3:53].[Cl-].[NH4+], predict the reaction product. The product is: [CH3:1][O:2][CH2:3][CH2:4][O:5][C:6]1[CH:11]=[CH:10][C:9](/[CH:12]=[CH:13]/[C:14]([NH:57][S:54]([CH2:49][CH2:50][CH2:51][CH2:52][CH3:53])(=[O:56])=[O:55])=[O:16])=[C:8]([O:17][CH2:18][CH:19]2[CH2:23][CH2:22][CH2:21][O:20]2)[CH:7]=1. (8) Given the reactants [Cl:1][C:2]1[N:3]=[C:4]([NH:15][C:16]2[CH:21]=[CH:20][C:19]([N:22]3[CH2:27][CH2:26][N:25]([CH3:28])[CH2:24][CH2:23]3)=[C:18]([O:29][CH3:30])[CH:17]=2)[C:5]([C:12]([NH2:14])=[O:13])=[N:6][C:7]=1[C:8](O)([CH3:10])[CH3:9].FC(F)(F)C(O)=O.C([SiH](CC)CC)C, predict the reaction product. The product is: [Cl:1][C:2]1[N:3]=[C:4]([NH:15][C:16]2[CH:21]=[CH:20][C:19]([N:22]3[CH2:27][CH2:26][N:25]([CH3:28])[CH2:24][CH2:23]3)=[C:18]([O:29][CH3:30])[CH:17]=2)[C:5]([C:12]([NH2:14])=[O:13])=[N:6][C:7]=1[CH:8]([CH3:10])[CH3:9]. (9) Given the reactants [N:1]#[C:2]Br.C(=O)([O-])[O-].[Na+].[Na+].[NH2:10][C@H:11]1[C:20]2[C:15](=[CH:16][CH:17]=[CH:18][CH:19]=2)[N:14]([C:21](=[O:23])[CH3:22])[C@@H:13]([CH:24]2[CH2:26][CH2:25]2)[C@@H:12]1[CH3:27].[OH:28][CH2:29][C:30](=O)[CH3:31].[OH-].[Na+], predict the reaction product. The product is: [CH:24]1([C@H:13]2[C@H:12]([CH3:27])[C@@H:11]([NH:10][C:2]3[O:28][CH:29]=[C:30]([CH3:31])[N:1]=3)[C:20]3[C:15](=[CH:16][CH:17]=[CH:18][CH:19]=3)[N:14]2[C:21](=[O:23])[CH3:22])[CH2:26][CH2:25]1. (10) Given the reactants [NH2:1][C:2]1[C:3]([Cl:17])=[CH:4][C:5]([F:16])=[C:6]([CH:15]=1)[CH2:7][NH:8][C:9](=[O:14])[C:10]([F:13])([F:12])[F:11].[N:18]([O-])=O.[Na+].O.O.Cl[Sn]Cl, predict the reaction product. The product is: [Cl:17][C:3]1[C:2]([NH:1][NH2:18])=[CH:15][C:6]([CH2:7][NH:8][C:9](=[O:14])[C:10]([F:11])([F:12])[F:13])=[C:5]([F:16])[CH:4]=1.